This data is from Full USPTO retrosynthesis dataset with 1.9M reactions from patents (1976-2016). The task is: Predict the reactants needed to synthesize the given product. (1) Given the product [CH:15]([N:18]1[CH2:23][CH2:22][N:21]([C:8]([C:7]2[CH:6]=[CH:5][C:4]([C:1](=[O:3])[CH3:2])=[CH:12][CH:11]=2)=[O:10])[CH2:20][CH2:19]1)([CH3:17])[CH3:16], predict the reactants needed to synthesize it. The reactants are: [C:1]([C:4]1[CH:12]=[CH:11][C:7]([C:8]([OH:10])=O)=[CH:6][CH:5]=1)(=[O:3])[CH3:2].Cl.Cl.[CH:15]([N:18]1[CH2:23][CH2:22][NH:21][CH2:20][CH2:19]1)([CH3:17])[CH3:16].CN1CCOCC1.ON1C2C=CC=CC=2N=N1.Cl.CN(C)CCCN=C=NCC. (2) Given the product [CH2:1]([C:3]([C:22]1[CH:27]=[CH:26][C:25]([CH2:28][CH2:29][C:30]([C:31]([F:34])([F:32])[F:33])([OH:35])[C:36]([F:38])([F:37])[F:39])=[C:24]([CH3:40])[CH:23]=1)([C:6]1[CH:11]=[CH:10][C:9]([B:12]2[O:16][C:15]([CH3:17])([CH3:18])[C:14]([CH3:19])([CH3:20])[O:13]2)=[C:8]([CH3:21])[CH:7]=1)[CH2:4][CH3:5])[CH3:2], predict the reactants needed to synthesize it. The reactants are: [CH2:1]([C:3]([C:22]1[CH:27]=[CH:26][C:25]([C:28]#[C:29][C:30]([C:36]([F:39])([F:38])[F:37])([OH:35])[C:31]([F:34])([F:33])[F:32])=[C:24]([CH3:40])[CH:23]=1)([C:6]1[CH:11]=[CH:10][C:9]([B:12]2[O:16][C:15]([CH3:18])([CH3:17])[C:14]([CH3:20])([CH3:19])[O:13]2)=[C:8]([CH3:21])[CH:7]=1)[CH2:4][CH3:5])[CH3:2].[H][H]. (3) Given the product [C:33]([C:30]1[CH:31]=[CH:32][C:27]([N:20]2[C@@H:21]3[CH2:26][CH2:25][CH2:24][CH2:23][C@H:22]3[N:18]([C:15]3[CH:16]=[CH:17][C:12]([S:9]([NH2:8])(=[O:11])=[O:10])=[C:13]([F:40])[CH:14]=3)[C:19]2=[O:39])=[CH:28][C:29]=1[C:35]([F:37])([F:36])[F:38])#[N:34], predict the reactants needed to synthesize it. The reactants are: C([N:8](CC1C=CC=CC=1)[S:9]([C:12]1[CH:17]=[CH:16][C:15]([N:18]2[C@@H:22]3[CH2:23][CH2:24][CH2:25][CH2:26][C@H:21]3[N:20]([C:27]3[CH:32]=[CH:31][C:30]([C:33]#[N:34])=[C:29]([C:35]([F:38])([F:37])[F:36])[CH:28]=3)[C:19]2=[O:39])=[CH:14][C:13]=1[F:40])(=[O:11])=[O:10])C1C=CC=CC=1.OS(O)(=O)=O. (4) Given the product [ClH:2].[Cl:2][C:3]1[CH:4]=[CH:5][C:6]([O:30][CH2:31][CH:32]([CH3:34])[CH3:33])=[C:7]([CH2:9][N:10]2[C:14]([CH3:15])=[CH:13][C:12]([NH:16][C:17]([C:19]3[CH:29]=[CH:28][C:22]4[CH2:23][CH2:24][N:25]([CH2:35][CH3:36])[CH2:26][CH2:27][C:21]=4[CH:20]=3)=[O:18])=[N:11]2)[CH:8]=1, predict the reactants needed to synthesize it. The reactants are: Cl.[Cl:2][C:3]1[CH:4]=[CH:5][C:6]([O:30][CH2:31][CH:32]([CH3:34])[CH3:33])=[C:7]([CH2:9][N:10]2[C:14]([CH3:15])=[CH:13][C:12]([NH:16][C:17]([C:19]3[CH:29]=[CH:28][C:22]4[CH2:23][CH2:24][NH:25][CH2:26][CH2:27][C:21]=4[CH:20]=3)=[O:18])=[N:11]2)[CH:8]=1.[C:35](O)(=O)[CH3:36].C(=O)C.C(O[BH-](OC(=O)C)OC(=O)C)(=O)C.[Na+]. (5) Given the product [OH:1][C:2]1[CH:10]=[C:9]([N+:11]([O-:13])=[O:12])[CH:8]=[CH:7][C:3]=1[C:4]([O:6][CH3:19])=[O:5], predict the reactants needed to synthesize it. The reactants are: [OH:1][C:2]1[CH:10]=[C:9]([N+:11]([O-:13])=[O:12])[CH:8]=[CH:7][C:3]=1[C:4]([OH:6])=[O:5].S(=O)(=O)(O)O.[CH3:19]O. (6) Given the product [C:1]([O:5][C:6]([N:8]1[CH2:12][CH2:11][CH2:10][C@@H:9]1[CH2:13][O:14][C:15]1[CH:20]=[CH:19][C:18]([O:21][C:23]2[S:24][C:25]3[CH:31]=[C:30]([O:32][CH3:33])[CH:29]=[CH:28][C:26]=3[N:27]=2)=[CH:17][CH:16]=1)=[O:7])([CH3:4])([CH3:2])[CH3:3], predict the reactants needed to synthesize it. The reactants are: [C:1]([O:5][C:6]([N:8]1[CH2:12][CH2:11][CH2:10][C@@H:9]1[CH2:13][O:14][C:15]1[CH:20]=[CH:19][C:18]([OH:21])=[CH:17][CH:16]=1)=[O:7])([CH3:4])([CH3:3])[CH3:2].Cl[C:23]1[S:24][C:25]2[CH:31]=[C:30]([O:32][CH3:33])[CH:29]=[CH:28][C:26]=2[N:27]=1.